From a dataset of Forward reaction prediction with 1.9M reactions from USPTO patents (1976-2016). Predict the product of the given reaction. (1) Given the reactants [CH2:1]([C:3]1[CH:9]=[CH:8][C:7]([N+:10]([O-:12])=[O:11])=[CH:6][C:4]=1[NH2:5])[CH3:2].N1C=CC=CC=1.[CH3:19][S:20](Cl)(=[O:22])=[O:21], predict the reaction product. The product is: [CH2:1]([C:3]1[CH:9]=[CH:8][C:7]([N+:10]([O-:12])=[O:11])=[CH:6][C:4]=1[NH:5][S:20]([CH3:19])(=[O:22])=[O:21])[CH3:2]. (2) Given the reactants P(C(C)(C)C)(C(C)(C)C)C(C)(C)C.Br[C:15]1[CH:16]=[C:17]2[C:22](=[CH:23][CH:24]=1)[N:21]([CH:25]1[CH2:29][CH2:28][N:27]([C:30]([O:32][C:33]([CH3:36])([CH3:35])[CH3:34])=[O:31])[CH2:26]1)[CH2:20][CH2:19][CH2:18]2.[F-].C([N+:42](CCCC)(CCCC)CCCC)CCC, predict the reaction product. The product is: [NH2:42][C:15]1[CH:16]=[C:17]2[C:22](=[CH:23][CH:24]=1)[N:21]([CH:25]1[CH2:29][CH2:28][N:27]([C:30]([O:32][C:33]([CH3:36])([CH3:35])[CH3:34])=[O:31])[CH2:26]1)[CH2:20][CH2:19][CH2:18]2. (3) The product is: [ClH:1].[Cl:1][C:2]1[CH:7]=[CH:6][C:5]([C@H:8]([NH2:11])[CH2:9][CH3:10])=[C:4]([F:18])[C:3]=1[O:19][C:20]1[CH:25]=[CH:24][N:23]=[CH:22][N:21]=1. Given the reactants [Cl:1][C:2]1[CH:7]=[CH:6][C:5]([C@H:8]([NH:11][S@@](C(C)(C)C)=O)[CH2:9][CH3:10])=[C:4]([F:18])[C:3]=1[O:19][C:20]1[CH:25]=[CH:24][N:23]=[CH:22][N:21]=1.Cl, predict the reaction product. (4) Given the reactants [C:1]([O:4][CH2:5]Br)(=[O:3])[CH3:2].CCOCC.C([O:19][N:20]1[C:24]2[CH:25]=[C:26]([C:29]([NH:31][C@H:32]([CH2:39][C:40]3[CH:45]=[CH:44][C:43]([C:46]4[CH:51]=[CH:50][CH:49]=[C:48]([Cl:52])[CH:47]=4)=[CH:42][CH:41]=3)[CH2:33][C@@H:34]([OH:38])[C:35]([OH:37])=[O:36])=[O:30])[CH:27]=[CH:28][C:23]=2[N:22]=[N:21]1)C1C=CC=CC=1.CC(C)=O.C1COCC1, predict the reaction product. The product is: [C:1]([O:4][CH2:5][O:37][C:35](=[O:36])[C@H:34]([OH:38])[CH2:33][C@H:32]([NH:31][C:29]([C:26]1[CH:27]=[CH:28][C:23]2[N:22]=[N:21][N:20]([OH:19])[C:24]=2[CH:25]=1)=[O:30])[CH2:39][C:40]1[CH:45]=[CH:44][C:43]([C:46]2[CH:51]=[CH:50][CH:49]=[C:48]([Cl:52])[CH:47]=2)=[CH:42][CH:41]=1)(=[O:3])[CH3:2]. (5) Given the reactants [C:1]([C:5]1[CH:30]=[CH:29][C:8]([O:9][C:10]2[CH:19]=[C:18]3[C:13]([CH:14]=[C:15]([C:26](O)=[O:27])[N:16]=[C:17]3[CH2:20][CH:21]3[CH2:25][CH2:24][CH2:23][CH2:22]3)=[CH:12][CH:11]=2)=[CH:7][CH:6]=1)([CH3:4])([CH3:3])[CH3:2].Cl.C[O:33][C:34](=[O:44])[C@@H:35]([NH2:43])[CH2:36][C:37]1[S:38][C:39]([Br:42])=[CH:40][CH:41]=1, predict the reaction product. The product is: [Br:42][C:39]1[S:38][C:37]([CH2:36][C@H:35]([NH:43][C:26]([C:15]2[N:16]=[C:17]([CH2:20][CH:21]3[CH2:22][CH2:23][CH2:24][CH2:25]3)[C:18]3[C:13]([CH:14]=2)=[CH:12][CH:11]=[C:10]([O:9][C:8]2[CH:29]=[CH:30][C:5]([C:1]([CH3:3])([CH3:4])[CH3:2])=[CH:6][CH:7]=2)[CH:19]=3)=[O:27])[C:34]([OH:33])=[O:44])=[CH:41][CH:40]=1.